This data is from Full USPTO retrosynthesis dataset with 1.9M reactions from patents (1976-2016). The task is: Predict the reactants needed to synthesize the given product. Given the product [C:31]([O:30][C:28]([NH:27][C:22]1[CH:23]=[CH:24][CH:25]=[CH:26][C:21]=1[NH:20][C:19](/[CH:18]=[CH:17]/[C:14]1[CH:13]=[CH:12][C:11]([CH:4]([N:5]2[CH2:9][CH2:8][C@H:7]([OH:10])[CH2:6]2)[C:3]([OH:36])=[O:2])=[CH:16][CH:15]=1)=[O:35])=[O:29])([CH3:34])([CH3:32])[CH3:33], predict the reactants needed to synthesize it. The reactants are: C[O:2][C:3](=[O:36])[CH:4]([C:11]1[CH:16]=[CH:15][C:14]([CH:17]=[CH:18][C:19](=[O:35])[NH:20][C:21]2[CH:26]=[CH:25][CH:24]=[CH:23][C:22]=2[NH:27][C:28]([O:30][C:31]([CH3:34])([CH3:33])[CH3:32])=[O:29])=[CH:13][CH:12]=1)[N:5]1[CH2:9][CH2:8][CH:7]([OH:10])[CH2:6]1.[Li+].[OH-].